From a dataset of Catalyst prediction with 721,799 reactions and 888 catalyst types from USPTO. Predict which catalyst facilitates the given reaction. (1) Reactant: [C:1]([O:5][C@@H:6]([C:12]1[C:21]([CH3:22])=[CH:20][C:19]2[C:14](=[CH:15][CH:16]=[C:17]([Cl:23])[CH:18]=2)[C:13]=1[O:24]S(C(F)(F)F)(=O)=O)[C:7]([O:9][CH2:10][CH3:11])=[O:8])([CH3:4])([CH3:3])[CH3:2].[F-].C([N+](CCCC)(CCCC)CCCC)CCC. Product: [C:1]([O:5][C@@H:6]([C:12]1[C:21]([CH3:22])=[CH:20][C:19]2[C:14](=[CH:15][CH:16]=[C:17]([Cl:23])[CH:18]=2)[C:13]=1[OH:24])[C:7]([O:9][CH2:10][CH3:11])=[O:8])([CH3:3])([CH3:2])[CH3:4]. The catalyst class is: 1. (2) Reactant: [OH:1][C:2]1[CH:3]=[C:4]([CH:10]=[CH:11][CH:12]=1)[C:5]([O:7][CH2:8][CH3:9])=[O:6].C([O-])([O-])=O.[K+].[K+].[Br:19][CH2:20][CH2:21]Br. Product: [Br:19][CH2:20][CH2:21][O:1][C:2]1[CH:3]=[C:4]([CH:10]=[CH:11][CH:12]=1)[C:5]([O:7][CH2:8][CH3:9])=[O:6]. The catalyst class is: 10.